Dataset: Forward reaction prediction with 1.9M reactions from USPTO patents (1976-2016). Task: Predict the product of the given reaction. (1) Given the reactants C1C(=O)N([Br:8])C(=O)C1.[CH3:9][N:10]1[C:19]2[C:14](=[CH:15][CH:16]=[CH:17][CH:18]=2)[CH2:13][CH2:12][CH2:11]1, predict the reaction product. The product is: [Br:8][C:16]1[CH:15]=[C:14]2[C:19](=[CH:18][CH:17]=1)[N:10]([CH3:9])[CH2:11][CH2:12][CH2:13]2. (2) Given the reactants S(=O)(=O)(O)O.N[C:7]1[CH:8]=[N:9][C:10]([C:13]#[N:14])=[CH:11][CH:12]=1.N([O-])=[O:16].[Na+], predict the reaction product. The product is: [OH:16][C:7]1[CH:12]=[CH:11][C:10]([C:13]#[N:14])=[N:9][CH:8]=1. (3) Given the reactants C(=O)([O-])[O-].[Na+].[Na+].CC1(C)C(C)(C)OB([C:15]2[CH:16]=[C:17]3[C:22](=[CH:23][CH:24]=2)[O:21][CH2:20][CH2:19][CH2:18]3)O1.Br[C:27]1[C:28]([C:34](=[O:40])[C:35]([O:37][CH2:38][CH3:39])=[O:36])=[C:29]([CH3:33])[S:30][C:31]=1[CH3:32], predict the reaction product. The product is: [O:21]1[C:22]2[CH:23]=[CH:24][C:15]([C:27]3[C:28]([C:34](=[O:40])[C:35]([O:37][CH2:38][CH3:39])=[O:36])=[C:29]([CH3:33])[S:30][C:31]=3[CH3:32])=[CH:16][C:17]=2[CH2:18][CH2:19][CH2:20]1. (4) The product is: [Br:1][C:2]1[CH:7]=[CH:6][C:5]2[NH:8][CH:14]=[N:9][C:4]=2[C:3]=1[CH3:10]. Given the reactants [Br:1][C:2]1[C:3]([CH3:10])=[C:4]([NH2:9])[C:5]([NH2:8])=[CH:6][CH:7]=1.Cl.[NH4+].[OH-].[CH:14](O)=O, predict the reaction product. (5) Given the reactants [C:1]([O:5][C:6](=[O:19])[NH:7][CH2:8][C@@H:9]1[CH2:11][C@H:10]1[C:12]1[CH:17]=[CH:16][CH:15]=[C:14](Br)[CH:13]=1)([CH3:4])([CH3:3])[CH3:2].[F:20][C:21]1[CH:26]=[CH:25][C:24](B(O)O)=[CH:23][CH:22]=1.C([O-])([O-])=O.[K+].[K+], predict the reaction product. The product is: [C:1]([O:5][C:6](=[O:19])[NH:7][CH2:8][C@@H:9]1[CH2:11][C@H:10]1[C:12]1[CH:13]=[C:14]([C:24]2[CH:25]=[CH:26][C:21]([F:20])=[CH:22][CH:23]=2)[CH:15]=[CH:16][CH:17]=1)([CH3:4])([CH3:3])[CH3:2]. (6) Given the reactants Br[C:2]1[CH:7]=[CH:6][C:5]([NH:8][C:9]2[N:10]=[C:11]([NH2:29])[C:12]3[CH:18]=[C:17]([C:19]4[C:24]([Cl:25])=[CH:23][CH:22]=[CH:21][C:20]=4[Cl:26])[C:16](=[O:27])[N:15]([CH3:28])[C:13]=3[N:14]=2)=[CH:4][CH:3]=1.N1CCC[C@H]1C(O)=O.C(=O)([O-])[O-].[K+].[K+].[CH3:44][N:45]1[CH2:50][CH2:49][NH:48][CH2:47][CH2:46]1, predict the reaction product. The product is: [NH2:29][C:11]1[C:12]2[CH:18]=[C:17]([C:19]3[C:24]([Cl:25])=[CH:23][CH:22]=[CH:21][C:20]=3[Cl:26])[C:16](=[O:27])[N:15]([CH3:28])[C:13]=2[N:14]=[C:9]([NH:8][C:5]2[CH:6]=[CH:7][C:2]([N:48]3[CH2:49][CH2:50][N:45]([CH3:44])[CH2:46][CH2:47]3)=[CH:3][CH:4]=2)[N:10]=1.